Dataset: NCI-60 drug combinations with 297,098 pairs across 59 cell lines. Task: Regression. Given two drug SMILES strings and cell line genomic features, predict the synergy score measuring deviation from expected non-interaction effect. (1) Drug 2: C1CNP(=O)(OC1)N(CCCl)CCCl. Synergy scores: CSS=1.34, Synergy_ZIP=-1.17, Synergy_Bliss=-0.988, Synergy_Loewe=-2.77, Synergy_HSA=-2.15. Drug 1: C1=NC2=C(N=C(N=C2N1C3C(C(C(O3)CO)O)O)F)N. Cell line: SNB-75. (2) Drug 1: COC1=CC(=CC(=C1O)OC)C2C3C(COC3=O)C(C4=CC5=C(C=C24)OCO5)OC6C(C(C7C(O6)COC(O7)C8=CC=CS8)O)O. Drug 2: CS(=O)(=O)CCNCC1=CC=C(O1)C2=CC3=C(C=C2)N=CN=C3NC4=CC(=C(C=C4)OCC5=CC(=CC=C5)F)Cl. Cell line: HL-60(TB). Synergy scores: CSS=58.8, Synergy_ZIP=5.21, Synergy_Bliss=5.57, Synergy_Loewe=-25.2, Synergy_HSA=1.89.